Dataset: Forward reaction prediction with 1.9M reactions from USPTO patents (1976-2016). Task: Predict the product of the given reaction. (1) Given the reactants C([O:9][CH2:10][CH2:11][N:12]1[CH:38]=[C:15]2[CH2:16][N:17]([C:20]3[C:21]4[S:37][CH:36]=[CH:35][C:22]=4[N:23]=[C:24]([C:26]4[CH:31]=[C:30]([F:32])[C:29]([Cl:33])=[CH:28][C:27]=4[F:34])[N:25]=3)[CH2:18][CH2:19][C:14]2=[N:13]1)(=O)C1C=CC=CC=1.[OH-].[Na+].Cl, predict the reaction product. The product is: [ClH:33].[Cl:33][C:29]1[C:30]([F:32])=[CH:31][C:26]([C:24]2[N:25]=[C:20]([N:17]3[CH2:18][CH2:19][C:14]4=[N:13][N:12]([CH2:11][CH2:10][OH:9])[CH:38]=[C:15]4[CH2:16]3)[C:21]3[S:37][CH:36]=[CH:35][C:22]=3[N:23]=2)=[C:27]([F:34])[CH:28]=1. (2) Given the reactants I[C:2]1[CH:3]=[CH:4][C:5]([CH3:9])=[C:6]([NH2:8])[CH:7]=1.C([Sn]([C:23]1[O:24][CH:25]=[CH:26][N:27]=1)(CCCC)CCCC)CCC, predict the reaction product. The product is: [CH3:9][C:5]1[CH:4]=[CH:3][C:2]([C:23]2[O:24][CH:25]=[CH:26][N:27]=2)=[CH:7][C:6]=1[NH2:8]. (3) Given the reactants [C:1]12([C:11]3[CH:21]=[CH:20][C:14]([O:15][CH2:16][C:17](O)=[O:18])=[CH:13][CH:12]=3)[CH2:10][CH:5]3[CH2:6][CH:7]([CH2:9][CH:3]([CH2:4]3)[CH2:2]1)[CH2:8]2.[CH3:22][C@H:23]1[NH:28][CH2:27][CH2:26][N:25]([C:29]([O:31][C:32]([CH3:35])([CH3:34])[CH3:33])=[O:30])[CH2:24]1, predict the reaction product. The product is: [C:1]12([C:11]3[CH:21]=[CH:20][C:14]([O:15][CH2:16][C:17]([N:28]4[CH2:27][CH2:26][N:25]([C:29]([O:31][C:32]([CH3:34])([CH3:33])[CH3:35])=[O:30])[CH2:24][C@H:23]4[CH3:22])=[O:18])=[CH:13][CH:12]=3)[CH2:2][CH:3]3[CH2:9][CH:7]([CH2:6][CH:5]([CH2:4]3)[CH2:10]1)[CH2:8]2. (4) Given the reactants [F:1][C:2]1[CH:7]=[CH:6][C:5]([N:8]2[C:16]3[C:11](=[CH:12][C:13]([O:17][C@H:18]([C:22]4[CH:27]=[CH:26][CH:25]=[C:24]([O:28][CH3:29])[CH:23]=4)[C@@H:19]([NH2:21])[CH3:20])=[CH:14][CH:15]=3)[CH:10]=[N:9]2)=[CH:4][CH:3]=1.[CH3:30][C:31]1[CH:32]=[C:33]([C:37](O)=[O:38])[S:34][C:35]=1[CH3:36], predict the reaction product. The product is: [F:1][C:2]1[CH:3]=[CH:4][C:5]([N:8]2[C:16]3[C:11](=[CH:12][C:13]([O:17][C@H:18]([C:22]4[CH:27]=[CH:26][CH:25]=[C:24]([O:28][CH3:29])[CH:23]=4)[C@@H:19]([NH:21][C:37]([C:33]4[S:34][C:35]([CH3:36])=[C:31]([CH3:30])[CH:32]=4)=[O:38])[CH3:20])=[CH:14][CH:15]=3)[CH:10]=[N:9]2)=[CH:6][CH:7]=1.